Dataset: Full USPTO retrosynthesis dataset with 1.9M reactions from patents (1976-2016). Task: Predict the reactants needed to synthesize the given product. (1) Given the product [N:10]1[CH:15]=[CH:14][C:13]([CH:16]([OH:17])[C:2]2[N:3]=[CH:4][N:5]3[CH:9]=[CH:8][S:7][C:6]=23)=[CH:12][CH:11]=1, predict the reactants needed to synthesize it. The reactants are: I[C:2]1[N:3]=[CH:4][N:5]2[CH:9]=[CH:8][S:7][C:6]=12.[N:10]1[CH:15]=[CH:14][C:13]([CH:16]=[O:17])=[CH:12][CH:11]=1. (2) Given the product [CH:39]1([C:37]([NH:36][C:34]2[N:35]=[C:30]3[CH:29]=[CH:28][C:27]([O:26][C:25]4[CH:42]=[CH:43][C:44]([F:45])=[C:23]([NH:22][C:8]([C:5]5[CH:6]=[CH:7][N:3]([CH2:1][CH3:2])[N:4]=5)=[O:10])[CH:24]=4)=[N:32][N:31]3[CH:33]=2)=[O:38])[CH2:40][CH2:41]1, predict the reactants needed to synthesize it. The reactants are: [CH2:1]([N:3]1[CH:7]=[CH:6][C:5]([C:8]([OH:10])=O)=[N:4]1)[CH3:2].CN(C)C=O.C(Cl)(=O)C(Cl)=O.[NH2:22][C:23]1[CH:24]=[C:25]([CH:42]=[CH:43][C:44]=1[F:45])[O:26][C:27]1[CH:28]=[CH:29][C:30]2[N:31]([CH:33]=[C:34]([NH:36][C:37]([CH:39]3[CH2:41][CH2:40]3)=[O:38])[N:35]=2)[N:32]=1. (3) The reactants are: [Br:1][C:2]1[CH:12]=[CH:11][CH:10]=[CH:9][C:3]=1[CH:4]=[CH:5][C:6](O)=[O:7].C(=O)([O-])[O-].[Cs+].[Cs+].CI.[H-].C([Al+]CC(C)C)C(C)C. Given the product [Br:1][C:2]1[CH:12]=[CH:11][CH:10]=[CH:9][C:3]=1/[CH:4]=[CH:5]/[CH2:6][OH:7], predict the reactants needed to synthesize it. (4) Given the product [C:30]([C@H:28]([C@@H:26]([C:25]([O-:34])=[O:33])[OH:27])[OH:29])([O-:32])=[O:31].[OH:1][C:2]1[CH:7]=[CH:6][C:5]([C@H:8]([OH:24])[C@@H:9]([N:11]2[CH2:12][CH2:13][C:14]([OH:23])([C:17]3[CH:18]=[CH:19][CH:20]=[CH:21][CH:22]=3)[CH2:15][CH2:16]2)[CH3:10])=[CH:4][CH:3]=1, predict the reactants needed to synthesize it. The reactants are: [OH:1][C:2]1[CH:7]=[CH:6][C:5]([CH:8]([OH:24])[CH:9]([N:11]2[CH2:16][CH2:15][C:14]([OH:23])([C:17]3[CH:22]=[CH:21][CH:20]=[CH:19][CH:18]=3)[CH2:13][CH2:12]2)[CH3:10])=[CH:4][CH:3]=1.[C:25]([OH:34])(=[O:33])[C@H:26]([C@@H:28]([C:30]([OH:32])=[O:31])[OH:29])[OH:27]. (5) Given the product [CH3:10][O:11][C:12]1[CH:17]=[CH:16][C:15]([C:18]#[C:19][C:2]2[CH:7]=[CH:6][N:5]=[CH:4][C:3]=2[C:8]#[N:9])=[CH:14][CH:13]=1, predict the reactants needed to synthesize it. The reactants are: Cl[C:2]1[CH:7]=[CH:6][N:5]=[CH:4][C:3]=1[C:8]#[N:9].[CH3:10][O:11][C:12]1[CH:17]=[CH:16][C:15]([C:18]#[CH:19])=[CH:14][CH:13]=1.C(N(CC)CC)C.O. (6) The reactants are: [CH3:1][O:2][C:3](=[O:19])[CH2:4]P(OCC(F)(F)F)(OCC(F)(F)F)=O.C[Si]([N-][Si](C)(C)C)(C)C.[K+].[Br:30][C:31]1[CH:32]=[C:33]([CH:36]=O)[S:34][CH:35]=1.[NH4+].[Cl-]. Given the product [CH3:1][O:2][C:3](=[O:19])[CH:4]=[CH:36][C:33]1[S:34][CH:35]=[C:31]([Br:30])[CH:32]=1, predict the reactants needed to synthesize it. (7) Given the product [CH3:1][CH2:2][O:3][C:4]1[CH:5]=[CH:6][CH:7]=[CH:8][C:9]=1[O:10][CH2:11][CH2:12][NH:13][C@@H:14]([CH2:16][C:17]1[CH:18]=[CH:19][C:20]([O:27][CH3:28])=[C:21]([S:23]([NH2:26])(=[O:25])=[O:24])[CH:22]=1)[CH3:15].[ClH:29], predict the reactants needed to synthesize it. The reactants are: [CH3:1][CH2:2][O:3][C:4]1[CH:5]=[CH:6][CH:7]=[CH:8][C:9]=1[O:10][CH2:11][CH2:12][NH:13][C@@H:14]([CH2:16][C:17]1[CH:18]=[CH:19][C:20]([O:27][CH3:28])=[C:21]([S:23]([NH2:26])(=[O:25])=[O:24])[CH:22]=1)[CH3:15].[ClH:29]. (8) Given the product [C:9]([O:13][C:14](=[O:18])[CH2:15][CH2:16][O:8][C:5]1[CH:6]=[N:7][C:2]([CH3:1])=[CH:3][CH:4]=1)([CH3:12])([CH3:11])[CH3:10], predict the reactants needed to synthesize it. The reactants are: [CH3:1][C:2]1[N:7]=[CH:6][C:5]([OH:8])=[CH:4][CH:3]=1.[C:9]([O:13][C:14](=[O:18])[CH2:15][CH2:16]Br)([CH3:12])([CH3:11])[CH3:10].[H-].[Na+].